From a dataset of Full USPTO retrosynthesis dataset with 1.9M reactions from patents (1976-2016). Predict the reactants needed to synthesize the given product. Given the product [CH3:28][O:27][C:19]1[CH:20]=[C:21]([C:23]([F:24])([F:25])[F:26])[CH:22]=[C:14]([O:13][CH3:12])[C:15]=1[C:16]([NH:11][CH:7]1[CH2:8][CH2:9][CH2:10][CH:6]1[N:1]1[CH2:2][CH2:3][CH2:4][CH2:5]1)=[O:17], predict the reactants needed to synthesize it. The reactants are: [N:1]1([C@H:6]2[CH2:10][CH2:9][CH2:8][C@H:7]2[NH2:11])[CH2:5][CH2:4][CH2:3][CH2:2]1.[CH3:12][O:13][C:14]1[CH:22]=[C:21]([C:23]([F:26])([F:25])[F:24])[CH:20]=[C:19]([O:27][CH3:28])[C:15]=1[C:16](O)=[O:17].